From a dataset of Full USPTO retrosynthesis dataset with 1.9M reactions from patents (1976-2016). Predict the reactants needed to synthesize the given product. (1) The reactants are: [F:1][C:2]1[CH:3]=[C:4]([CH:40]=[CH:41][CH:42]=1)[CH2:5][N:6]1[CH:10]=[C:9]([C:11]2[C:19]3[C:14](=[N:15][CH:16]=[C:17]([C:20]4[CH:21]=[C:22]([CH:37]=[CH:38][CH:39]=4)[CH2:23][CH:24]4[CH2:29][CH2:28][N:27](C(OC(C)(C)C)=O)[CH2:26][CH2:25]4)[CH:18]=3)[NH:13][CH:12]=2)[CH:8]=[N:7]1. Given the product [F:1][C:2]1[CH:3]=[C:4]([CH:40]=[CH:41][CH:42]=1)[CH2:5][N:6]1[CH:10]=[C:9]([C:11]2[C:19]3[C:14](=[N:15][CH:16]=[C:17]([C:20]4[CH:39]=[CH:38][CH:37]=[C:22]([CH2:23][CH:24]5[CH2:25][CH2:26][NH:27][CH2:28][CH2:29]5)[CH:21]=4)[CH:18]=3)[NH:13][CH:12]=2)[CH:8]=[N:7]1, predict the reactants needed to synthesize it. (2) Given the product [CH2:1]([N:3]1[C:11](=[O:12])[C:10]2[C:5](=[CH:6][CH:7]=[CH:8][CH:9]=2)[N:4]1[C:14]1[N:15]=[C:16]([N:35]2[CH2:40][CH2:39][O:38][CH2:37][CH2:36]2)[C:17]2[N:23]=[C:22]([CH2:24][N:25]3[CH2:30][CH2:29][CH:28]([C:31]([OH:34])([CH3:33])[CH3:32])[CH2:27][CH2:26]3)[CH:21]=[CH:20][C:18]=2[N:19]=1)[CH3:2], predict the reactants needed to synthesize it. The reactants are: [CH2:1]([N:3]1[C:11](=[O:12])[C:10]2[C:5](=[CH:6][CH:7]=[CH:8][CH:9]=2)[NH:4]1)[CH3:2].Cl[C:14]1[N:15]=[C:16]([N:35]2[CH2:40][CH2:39][O:38][CH2:37][CH2:36]2)[C:17]2[N:23]=[C:22]([CH2:24][N:25]3[CH2:30][CH2:29][CH:28]([C:31]([OH:34])([CH3:33])[CH3:32])[CH2:27][CH2:26]3)[CH:21]=[CH:20][C:18]=2[N:19]=1. (3) Given the product [Br:1][C:2]1[CH:3]=[CH:4][C:5]([NH:9][S:16]([C:13]2[CH:14]=[CH:15][C:10]([CH3:20])=[CH:11][CH:12]=2)(=[O:18])=[O:17])=[N:6][C:7]=1[CH3:8], predict the reactants needed to synthesize it. The reactants are: [Br:1][C:2]1[CH:3]=[CH:4][C:5]([NH2:9])=[N:6][C:7]=1[CH3:8].[C:10]1([CH3:20])[CH:15]=[CH:14][C:13]([S:16](Cl)(=[O:18])=[O:17])=[CH:12][CH:11]=1.O. (4) Given the product [C:20]([C:17]1[CH:16]=[CH:15][C:14]([N:12]2[C:13]3[CH:1]=[CH:2][C:3]([C:35](=[O:47])[CH2:36][CH2:37][CH2:38][CH2:39][CH2:40][CH2:41][CH2:42][CH2:43][C:44]([C:8]4[CH:9]=[CH:10][C:11]5[N:12]([C:14]6[CH:15]=[CH:16][C:17]([C:20](=[O:22])[CH3:21])=[CH:18][CH:19]=6)[C:13]6[C:5]([C:6]=5[CH:7]=4)=[CH:4][C:3]([C:28]([C:24]4[S:23][CH:27]=[CH:26][CH:25]=4)=[O:29])=[CH:2][CH:1]=6)=[O:45])=[CH:4][C:5]=3[C:6]3[C:11]2=[CH:10][CH:9]=[C:8]([C:28]([C:24]2[S:23][CH:27]=[CH:26][CH:25]=2)=[O:29])[CH:7]=3)=[CH:19][CH:18]=1)(=[O:22])[CH3:21], predict the reactants needed to synthesize it. The reactants are: [CH:1]1[C:13]2[N:12]([C:14]3[CH:19]=[CH:18][C:17]([C:20](=[O:22])[CH3:21])=[CH:16][CH:15]=3)[C:11]3[C:6](=[CH:7][CH:8]=[CH:9][CH:10]=3)[C:5]=2[CH:4]=[CH:3][CH:2]=1.[S:23]1[CH:27]=[CH:26][CH:25]=[C:24]1[C:28](Cl)=[O:29].[Al+3].[Cl-].[Cl-].[Cl-].[C:35](Cl)(=[O:47])[CH2:36][CH2:37][CH2:38][CH2:39][CH2:40][CH2:41][CH2:42][CH2:43][C:44](Cl)=[O:45]. (5) Given the product [NH2:11][CH:12]1[N:18]=[C:17]([C:19]2[CH:24]=[CH:23][CH:22]=[CH:21][CH:20]=2)[C:16]2[CH:25]=[CH:26][CH:27]=[CH:28][C:15]=2[N:14]([CH2:29][C:30](=[O:37])[C:31]2[CH:32]=[CH:33][CH:34]=[CH:35][CH:36]=2)[C:13]1=[O:38], predict the reactants needed to synthesize it. The reactants are: C(OC([NH:11][CH:12]1[N:18]=[C:17]([C:19]2[CH:24]=[CH:23][CH:22]=[CH:21][CH:20]=2)[C:16]2[CH:25]=[CH:26][CH:27]=[CH:28][C:15]=2[N:14]([CH2:29][C:30](=[O:37])[C:31]2[CH:36]=[CH:35][CH:34]=[CH:33][CH:32]=2)[C:13]1=[O:38])=O)C1C=CC=CC=1.